This data is from NCI-60 drug combinations with 297,098 pairs across 59 cell lines. The task is: Regression. Given two drug SMILES strings and cell line genomic features, predict the synergy score measuring deviation from expected non-interaction effect. (1) Drug 1: CC1=C(C(CCC1)(C)C)C=CC(=CC=CC(=CC(=O)O)C)C. Drug 2: CC1CCC2CC(C(=CC=CC=CC(CC(C(=O)C(C(C(=CC(C(=O)CC(OC(=O)C3CCCCN3C(=O)C(=O)C1(O2)O)C(C)CC4CCC(C(C4)OC)OCCO)C)C)O)OC)C)C)C)OC. Cell line: PC-3. Synergy scores: CSS=9.87, Synergy_ZIP=0.427, Synergy_Bliss=5.85, Synergy_Loewe=-1.22, Synergy_HSA=1.87. (2) Drug 2: CN(CC1=CN=C2C(=N1)C(=NC(=N2)N)N)C3=CC=C(C=C3)C(=O)NC(CCC(=O)O)C(=O)O. Drug 1: CC1OCC2C(O1)C(C(C(O2)OC3C4COC(=O)C4C(C5=CC6=C(C=C35)OCO6)C7=CC(=C(C(=C7)OC)O)OC)O)O. Synergy scores: CSS=7.29, Synergy_ZIP=-3.60, Synergy_Bliss=4.41, Synergy_Loewe=1.61, Synergy_HSA=3.95. Cell line: NCI-H226. (3) Drug 1: CC1=C(C(=CC=C1)Cl)NC(=O)C2=CN=C(S2)NC3=CC(=NC(=N3)C)N4CCN(CC4)CCO. Drug 2: CC1C(C(CC(O1)OC2CC(CC3=C2C(=C4C(=C3O)C(=O)C5=C(C4=O)C(=CC=C5)OC)O)(C(=O)CO)O)N)O.Cl. Cell line: SK-MEL-2. Synergy scores: CSS=38.5, Synergy_ZIP=1.60, Synergy_Bliss=3.58, Synergy_Loewe=-2.48, Synergy_HSA=1.54. (4) Drug 1: CC1CCCC2(C(O2)CC(NC(=O)CC(C(C(=O)C(C1O)C)(C)C)O)C(=CC3=CSC(=N3)C)C)C. Drug 2: CC1C(C(CC(O1)OC2CC(CC3=C2C(=C4C(=C3O)C(=O)C5=C(C4=O)C(=CC=C5)OC)O)(C(=O)CO)O)N)O.Cl. Cell line: NCI-H322M. Synergy scores: CSS=39.6, Synergy_ZIP=0.948, Synergy_Bliss=0.391, Synergy_Loewe=0.399, Synergy_HSA=2.51.